Dataset: Reaction yield outcomes from USPTO patents with 853,638 reactions. Task: Predict the reaction yield, written as a fraction of the theoretical maximum amount of product (1.0 means a 100% yield; for example, 0.34 means a 34% yield). (1) The reactants are Cl[C:2]1[N:7]=[C:6]([N:8]2[CH2:13][CH2:12][CH:11]([OH:14])[CH2:10][CH2:9]2)[CH:5]=[C:4]([C:15]2[CH:20]=[CH:19][CH:18]=[CH:17][CH:16]=2)[N:3]=1.[Cl:21][C:22]1[CH:23]=[C:24]([CH:26]=[CH:27][C:28]=1[O:29][CH3:30])[NH2:25]. The catalyst is C(O)CCC. The product is [Cl:21][C:22]1[CH:23]=[C:24]([NH:25][C:2]2[N:7]=[C:6]([N:8]3[CH2:13][CH2:12][CH:11]([OH:14])[CH2:10][CH2:9]3)[CH:5]=[C:4]([C:15]3[CH:20]=[CH:19][CH:18]=[CH:17][CH:16]=3)[N:3]=2)[CH:26]=[CH:27][C:28]=1[O:29][CH3:30]. The yield is 0.480. (2) The reactants are [NH:1]1[C:5]2[CH:6]=[CH:7][CH:8]=[CH:9][C:4]=2[NH:3][C:2]1=[O:10].[H-].[Na+].[H][H].[CH3:15][O:16][C:17]1[CH:18]=[C:19](/[CH:25]=[CH:26]/[C:27](Cl)=[O:28])[CH:20]=[CH:21][C:22]=1[O:23][CH3:24]. The catalyst is CN(C=O)C. The product is [CH3:15][O:16][C:17]1[CH:18]=[C:19](/[CH:25]=[CH:26]/[C:27]([N:1]2[C:5]3[CH:6]=[CH:7][CH:8]=[CH:9][C:4]=3[NH:3][C:2]2=[O:10])=[O:28])[CH:20]=[CH:21][C:22]=1[O:23][CH3:24]. The yield is 0.370.